From a dataset of Drug-target binding data from BindingDB using IC50 measurements. Regression. Given a target protein amino acid sequence and a drug SMILES string, predict the binding affinity score between them. We predict pIC50 (pIC50 = -log10(IC50 in M); higher means more potent). Dataset: bindingdb_ic50. The small molecule is CC(C)CNC(=O)[C@@H](C[C@H](O)[C@@H](N)CN1CC(=O)N(c2ccccc2Cl)CC1(C)C)C(C)C. The target protein (P00797) has sequence MDGWRRMPRWGLLLLLWGSCTFGLPTDTTTFKRIFLKRMPSIRESLKERGVDMARLGPEWSQPMKRLTLGNTTSSVILTNYMDTQYYGEIGIGTPPQTFKVVFDTGSSNVWVPSSKCSRLYTACVYHKLFDASDSSSYKHNGTELTLRYSTGTVSGFLSQDIITVGGITVTQMFGEVTEMPALPFMLAEFDGVVGMGFIEQAIGRVTPIFDNIISQGVLKEDVFSFYYNRDSENSQSLGGQIVLGGSDPQHYEGNFHYINLIKTGVWQIQMKGVSVGSSTLLCEDGCLALVDTGASYISGSTSSIEKLMEALGAKKRLFDYVVKCNEGPTLPDISFHLGGKEYTLTSADYVFQESYSSKKLCTLAIHAMDIPPPTGPTWALGATFIRKFYTEFDRRNNRIGFALAR. The pIC50 is 8.8.